This data is from Catalyst prediction with 721,799 reactions and 888 catalyst types from USPTO. The task is: Predict which catalyst facilitates the given reaction. (1) The catalyst class is: 18. Reactant: [CH2:1]([C:4]1[CH2:9][CH2:8][CH2:7][C:6]([CH3:11])([CH3:10])[C:5]=1[CH2:12][C:13]([OH:15])=O)[CH:2]=[CH2:3].C(N=C=N[CH2:21][CH2:22][CH2:23][N:24]([CH3:26])C)C.ON1C2N=CC=CC=2N=N1.N1CCCC1.CCN(CC)CC. Product: [CH2:1]([C:4]1[CH2:9][CH2:8][CH2:7][C:6]([CH3:10])([CH3:11])[C:5]=1[CH2:12][C:13]([N:24]1[CH2:23][CH2:22][CH2:21][CH2:26]1)=[O:15])[CH:2]=[CH2:3]. (2) Reactant: Cl.[CH3:2][N:3]1[CH:7]=[N:6][C:5]([CH2:8][N:9]2[C:14]3[CH:15]=[C:16]([C:18]4[CH:23]=[CH:22][CH:21]=[CH:20][CH:19]=4)[S:17][C:13]=3[C:12](=[O:24])[N:11]([CH:25]3[CH2:30][CH2:29][NH:28][CH2:27][CH2:26]3)[C:10]2=[O:31])=[N:4]1.[CH2:32]([O:34][C:35]1[C:44]([O:45][CH3:46])=[CH:43][C:42]2[C:41]([C:47]3[CH:55]=[CH:54][C:50]([C:51](O)=[O:52])=[CH:49][CH:48]=3)=[N:40][C@@H:39]3[CH2:56][CH2:57][S:58][CH2:59][C@@H:38]3[C:37]=2[CH:36]=1)[CH3:33].CN(C(ON1N=NC2C=CC=NC1=2)=[N+](C)C)C.F[P-](F)(F)(F)(F)F.CCN(C(C)C)C(C)C.S(=O)(=O)(O)[O-].[K+]. Product: [CH2:32]([O:34][C:35]1[C:44]([O:45][CH3:46])=[CH:43][C:42]2[C:41]([C:47]3[CH:48]=[CH:49][C:50]([C:51]([N:28]4[CH2:29][CH2:30][CH:25]([N:11]5[C:12](=[O:24])[C:13]6[S:17][C:16]([C:18]7[CH:19]=[CH:20][CH:21]=[CH:22][CH:23]=7)=[CH:15][C:14]=6[N:9]([CH2:8][C:5]6[N:6]=[CH:7][N:3]([CH3:2])[N:4]=6)[C:10]5=[O:31])[CH2:26][CH2:27]4)=[O:52])=[CH:54][CH:55]=3)=[N:40][C@@H:39]3[CH2:56][CH2:57][S:58][CH2:59][C@@H:38]3[C:37]=2[CH:36]=1)[CH3:33]. The catalyst class is: 2. (3) Reactant: [NH2:1][C:2]1[CH:21]=[CH:20][CH:19]=[CH:18][C:3]=1[C:4]([NH:6][C:7]1[CH:17]=[CH:16][C:10]2[O:11][C:12]([F:15])([F:14])[O:13][C:9]=2[CH:8]=1)=[O:5].Cl[CH2:23][C:24]1[CH:29]=[CH:28][N:27]=[C:26]([NH:30][C:31]2[S:32][CH:33]=[C:34]([CH3:36])[N:35]=2)[CH:25]=1.[I-].[Na+]. Product: [F:14][C:12]1([F:15])[O:11][C:10]2[CH:16]=[CH:17][C:7]([NH:6][C:4](=[O:5])[C:3]3[CH:18]=[CH:19][CH:20]=[CH:21][C:2]=3[NH:1][CH2:23][C:24]3[CH:29]=[CH:28][N:27]=[C:26]([NH:30][C:31]4[S:32][CH:33]=[C:34]([CH3:36])[N:35]=4)[CH:25]=3)=[CH:8][C:9]=2[O:13]1. The catalyst class is: 3. (4) Reactant: [CH3:1][O:2][C:3]1[CH:4]=[C:5]2[C:10](=[CH:11][CH:12]=1)[CH:9]=[C:8]([NH2:13])[CH:7]=[CH:6]2.[Br:14]N1C(=O)CCC1=O. Product: [Br:14][C:9]1[C:10]2[C:5](=[CH:4][C:3]([O:2][CH3:1])=[CH:12][CH:11]=2)[CH:6]=[CH:7][C:8]=1[NH2:13]. The catalyst class is: 23. (5) Reactant: [F:1][C:2]1[CH:16]=[CH:15][C:5]([CH:6](O)[C:7]2[CH:12]=[CH:11][C:10]([F:13])=[CH:9][CH:8]=2)=[CH:4][CH:3]=1.OS(O)(=O)=O.[CH:22]([OH:24])=[O:23].[C]=O. Product: [F:1][C:2]1[CH:16]=[CH:15][C:5]([CH:6]([C:7]2[CH:12]=[CH:11][C:10]([F:13])=[CH:9][CH:8]=2)[C:22]([OH:24])=[O:23])=[CH:4][CH:3]=1. The catalyst class is: 6. (6) Reactant: Br[C:2]1[CH:3]=[CH:4][C:5]2[N:6]([C:15]3[CH:20]=[CH:19][CH:18]=[CH:17][CH:16]=3)[C:7]3[C:12]([C:13]=2[CH:14]=1)=[CH:11][CH:10]=[CH:9][CH:8]=3.C([Li])CCC.[B:26](OC)([O:29]C)[O:27]C.Cl. Product: [C:7]1([N:6]2[C:5]3[CH:13]=[CH:14][C:2]([B:26]([OH:29])[OH:27])=[CH:3][C:4]=3[C:20]3[C:15]2=[CH:16][CH:17]=[CH:18][CH:19]=3)[CH:12]=[CH:11][CH:10]=[CH:9][CH:8]=1. The catalyst class is: 392. (7) Reactant: [O:1]=[CH:2][C:3]1[CH:11]=[CH:10][C:7]([O:8][CH3:9])=[C:5]([OH:6])[CH:4]=1.[CH2:12](I)[CH2:13][CH3:14].C([O-])([O-])=O.[K+].[K+]. Product: [CH3:9][O:8][C:7]1[CH:10]=[CH:11][C:3]([CH:2]=[O:1])=[CH:4][C:5]=1[O:6][CH2:12][CH2:13][CH3:14]. The catalyst class is: 3. (8) Reactant: Br[C:2]1[CH:3]=[C:4]([NH:10][S:11]([C:14]2[CH:19]=[CH:18][CH:17]=[CH:16][CH:15]=2)(=[O:13])=[O:12])[C:5]([O:8][CH3:9])=[N:6][CH:7]=1.[CH3:20][C:21]1([CH3:37])[C:25]([CH3:27])([CH3:26])[O:24][B:23]([B:23]2[O:24][C:25]([CH3:27])([CH3:26])[C:21]([CH3:37])([CH3:20])[O:22]2)[O:22]1.C([O-])(=O)C.[K+].C1(P(C2CCCCC2)C2CCCCC2)CCCCC1. Product: [CH3:9][O:8][C:5]1[C:4]([NH:10][S:11]([C:14]2[CH:19]=[CH:18][CH:17]=[CH:16][CH:15]=2)(=[O:13])=[O:12])=[CH:3][C:2]([B:23]2[O:24][C:25]([CH3:27])([CH3:26])[C:21]([CH3:37])([CH3:20])[O:22]2)=[CH:7][N:6]=1. The catalyst class is: 140. (9) Reactant: C1(C[N:8]2[CH2:13][CH2:12][CH:11]([C:14]3[CH:19]=[CH:18][C:17]([NH:20][C:21]([C:23]4[C:24]([C:29]5[CH:34]=[CH:33][C:32]([C:35]([F:38])([F:37])[F:36])=[CH:31][CH:30]=5)=[CH:25][CH:26]=[CH:27][CH:28]=4)=[O:22])=[CH:16][CH:15]=3)[CH2:10][CH2:9]2)C=CC=CC=1.[H][H].C[OH:42]. Product: [C:21]([OH:42])(=[O:22])[CH3:23].[NH:8]1[CH2:13][CH2:12][CH:11]([C:14]2[CH:19]=[CH:18][C:17]([NH:20][C:21]([C:23]3[C:24]([C:29]4[CH:30]=[CH:31][C:32]([C:35]([F:36])([F:37])[F:38])=[CH:33][CH:34]=4)=[CH:25][CH:26]=[CH:27][CH:28]=3)=[O:22])=[CH:16][CH:15]=2)[CH2:10][CH2:9]1. The catalyst class is: 45.